This data is from Full USPTO retrosynthesis dataset with 1.9M reactions from patents (1976-2016). The task is: Predict the reactants needed to synthesize the given product. (1) Given the product [CH3:19][C:16]1[CH:17]=[CH:18][C:13]([N:9]2[CH2:8][CH2:7][C:6]3[N:1]=[CH:2][NH:3][C:4](=[O:11])[C:5]=3[CH2:10]2)=[N:14][CH:15]=1, predict the reactants needed to synthesize it. The reactants are: [N:1]1[C:6]2[CH2:7][CH2:8][NH:9][CH2:10][C:5]=2[C:4](=[O:11])[NH:3][CH:2]=1.Cl[C:13]1[CH:18]=[CH:17][C:16]([CH3:19])=[CH:15][N:14]=1.O1CCOCC1.C(N(CC)C(C)C)(C)C. (2) Given the product [C:31]([N:30]([C:29]1[C:3]2[NH:4][CH:5]=[C:6]([CH2:7][CH2:8][O:9][C:10]([C:11]3[CH:16]=[CH:15][CH:14]=[CH:13][CH:12]=3)([C:23]3[CH:28]=[CH:27][CH:26]=[CH:25][CH:24]=3)[C:17]3[CH:18]=[CH:19][CH:20]=[CH:21][CH:22]=3)[C:2]=2[N:1]=[CH:46][N:48]=1)[C:44](=[O:43])[C:45]1[CH:54]=[CH:55][CH:56]=[CH:57][CH:58]=1)(=[O:38])[C:32]1[CH:37]=[CH:36][CH:35]=[CH:34][CH:33]=1, predict the reactants needed to synthesize it. The reactants are: [NH2:1][C:2]1[C:6]([CH2:7][CH2:8][O:9][C:10]([C:23]2[CH:28]=[CH:27][CH:26]=[CH:25][CH:24]=2)([C:17]2[CH:22]=[CH:21][CH:20]=[CH:19][CH:18]=2)[C:11]2[CH:16]=[CH:15][CH:14]=[CH:13][CH:12]=2)=[CH:5][NH:4][C:3]=1[C:29]#[N:30].[C:31](Cl)(=[O:38])[C:32]1[CH:37]=[CH:36][CH:35]=[CH:34][CH:33]=1.C([O:43][CH2:44][CH3:45])(=O)C.[CH2:46]([N:48](CC)CC)C.N1[CH:58]=[CH:57][CH:56]=[CH:55][CH:54]=1. (3) Given the product [CH3:8][C:9]1[CH2:10][C:1]2([CH2:6][CH2:5][CH2:4][CH2:3][CH2:2]2)[O:7][CH2:12][CH:11]=1, predict the reactants needed to synthesize it. The reactants are: [C:1]1(=[O:7])[CH2:6][CH2:5][CH2:4][CH2:3][CH2:2]1.[CH3:8][C:9]([CH2:11][CH2:12]O)=[CH2:10]. (4) Given the product [C:3]([O:22][CH:23]1[CH2:28][C:27]([CH3:30])([CH3:29])[N:26]([O:31][CH2:75][C:41]([CH3:74])([OH:40])[CH2:42][O:43][N:44]2[C:49]([CH3:50])([CH3:51])[CH2:48][CH:47]([O:52][C:53](=[O:71])[CH2:54][CH2:55][CH2:56][CH2:57][CH2:58][CH2:59][CH2:60][CH2:61][CH2:62][CH2:63][CH2:64][CH2:65][CH2:66][CH2:67][CH2:68][CH2:69][CH3:70])[CH2:46][C:45]2([CH3:73])[CH3:72])[C:25]([CH3:32])([CH3:33])[CH2:24]1)(=[O:21])[CH2:4][CH2:5][CH2:6][CH2:7][CH2:8][CH2:9][CH2:10][CH2:11][CH2:12][CH2:13][CH2:14][CH2:15][CH2:16][CH2:17][CH2:18][CH2:19][CH3:20], predict the reactants needed to synthesize it. The reactants are: OO.[C:3]([O:22][CH:23]1[CH2:28][C:27]([CH3:30])([CH3:29])[N:26]([OH:31])[C:25]([CH3:33])([CH3:32])[CH2:24]1)(=[O:21])[CH2:4][CH2:5][CH2:6][CH2:7][CH2:8][CH2:9][CH2:10][CH2:11][CH2:12][CH2:13][CH2:14][CH2:15][CH2:16][CH2:17][CH2:18][CH2:19][CH3:20].S([O-])([O-])=O.[Na+].[Na+].[OH:40][C:41]([CH3:75])([CH3:74])[CH2:42][O:43][N:44]1[C:49]([CH3:51])([CH3:50])[CH2:48][CH:47]([O:52][C:53](=[O:71])[CH2:54][CH2:55][CH2:56][CH2:57][CH2:58][CH2:59][CH2:60][CH2:61][CH2:62][CH2:63][CH2:64][CH2:65][CH2:66][CH2:67][CH2:68][CH2:69][CH3:70])[CH2:46][C:45]1([CH3:73])[CH3:72]. (5) Given the product [CH2:21]([O:23][C:24](=[O:27])[CH2:25][N:4]1[CH2:5][CH2:6][N:1]([CH2:7][CH2:8][CH2:9][C:10]2[C:18]3[CH2:17][CH2:16][CH2:15][CH2:14][C:13]=3[NH:12][C:11]=2[CH:19]=[O:20])[CH2:2][CH2:3]1)[CH3:22], predict the reactants needed to synthesize it. The reactants are: [N:1]1([CH2:7][CH2:8][CH2:9][C:10]2[C:18]3[CH2:17][CH2:16][CH2:15][CH2:14][C:13]=3[NH:12][C:11]=2[CH:19]=[O:20])[CH2:6][CH2:5][NH:4][CH2:3][CH2:2]1.[CH2:21]([O:23][C:24](=[O:27])[CH2:25]Br)[CH3:22].C(=O)([O-])[O-].[K+].[K+].